Task: Predict the reactants needed to synthesize the given product.. Dataset: Full USPTO retrosynthesis dataset with 1.9M reactions from patents (1976-2016) Given the product [Br:35][C:36]1[C:37]([CH3:44])=[C:38]([CH2:42][NH:43][C:26]([C:25]2[CH:29]=[CH:30][CH:31]=[C:23]([C:21]([NH:20][CH2:19][C:10]3[C:11]([NH:12][CH:13]4[CH2:18][CH2:17][O:16][CH2:15][CH2:14]4)=[C:6]4[CH:5]=[N:4][N:3]([CH2:1][CH3:2])[C:7]4=[N:8][C:9]=3[CH2:32][CH3:33])=[O:22])[CH:24]=2)=[O:27])[CH:39]=[CH:40][CH:41]=1, predict the reactants needed to synthesize it. The reactants are: [CH2:1]([N:3]1[C:7]2=[N:8][C:9]([CH2:32][CH3:33])=[C:10]([CH2:19][NH:20][C:21]([C:23]3[CH:24]=[C:25]([CH:29]=[CH:30][CH:31]=3)[C:26](O)=[O:27])=[O:22])[C:11]([NH:12][CH:13]3[CH2:18][CH2:17][O:16][CH2:15][CH2:14]3)=[C:6]2[CH:5]=[N:4]1)[CH3:2].Cl.[Br:35][C:36]1[C:37]([CH3:44])=[C:38]([CH2:42][NH2:43])[CH:39]=[CH:40][CH:41]=1.CN(C(ON1N=NC2C=CC=NC1=2)=[N+](C)C)C.F[P-](F)(F)(F)(F)F.